This data is from Forward reaction prediction with 1.9M reactions from USPTO patents (1976-2016). The task is: Predict the product of the given reaction. (1) Given the reactants [CH3:3][O:7][C:3]([O:7][CH3:8])([CH2:5][CH3:8])[CH3:5].[N:9]1[CH:14]=[CH:13][CH:12]=[CH:11][CH:10]=1.ClC(Cl)(Cl)C(Cl)=O.[OH2:22].[NH2:23]N, predict the reaction product. The product is: [CH2:11]([C:12]1[CH:13]=[C:14]([C:8]([O:7][CH2:3][CH3:5])=[O:22])[NH:9][N:23]=1)[CH3:10]. (2) Given the reactants [CH:1]1([O:4][C:5]2[CH:6]=[C:7]([CH:10]=[CH:11][CH:12]=2)[CH:8]=O)[CH2:3][CH2:2]1.C(O)(=O)[CH2:14][C:15]([OH:17])=[O:16].N1CCCCC1, predict the reaction product. The product is: [CH:1]1([O:4][C:5]2[CH:6]=[C:7]([CH:8]=[CH:14][C:15]([OH:17])=[O:16])[CH:10]=[CH:11][CH:12]=2)[CH2:3][CH2:2]1. (3) The product is: [CH3:1][O:2][C:3]1[CH:4]=[CH:5][C:6]2[O:10][CH:9]=[C:8]([CH2:11][CH:12]([N:19]3[CH2:20][CH2:21][N:16]([C:22]4[CH:23]=[CH:24][CH:25]=[C:26]5[C:31]=4[N:30]=[CH:29][CH:28]=[CH:27]5)[CH2:17][CH2:18]3)[CH3:14])[C:7]=2[CH:15]=1. Given the reactants [CH3:1][O:2][C:3]1[CH:4]=[CH:5][C:6]2[O:10][CH:9]=[C:8]([CH2:11][C:12]([CH3:14])=O)[C:7]=2[CH:15]=1.[N:16]1([C:22]2[CH:23]=[CH:24][CH:25]=[C:26]3[C:31]=2[N:30]=[CH:29][CH:28]=[CH:27]3)[CH2:21][CH2:20][NH:19][CH2:18][CH2:17]1.C(O[BH-](OC(=O)C)OC(=O)C)(=O)C.[Na+].C([O-])(O)=O.[Na+], predict the reaction product. (4) Given the reactants C(=O)([O-])[O-].[K+].[K+].[O:7]=[C:8]1[CH2:13][CH2:12][CH2:11][CH2:10][CH:9]1[C:14]([O:16][CH2:17][CH3:18])=[O:15].[CH2:19](I)[CH3:20], predict the reaction product. The product is: [CH2:19]([C:9]1([C:14]([O:16][CH2:17][CH3:18])=[O:15])[CH2:10][CH2:11][CH2:12][CH2:13][C:8]1=[O:7])[CH3:20]. (5) Given the reactants [N:1]1[CH:6]=[CH:5]C=[CH:3][CH:2]=1.[CH2:7](N(CC)CC)C.ClCCl.O1C[CH2:20][CH2:19][CH2:18]1, predict the reaction product. The product is: [CH:19]([N:1]([CH2:2][CH3:3])[CH:6]([CH3:5])[CH3:7])([CH3:20])[CH3:18]. (6) Given the reactants C1([Si](OC)(OC)OC)C=CC=CC=1.C(O[Si](OCC)(OCC)OCC)C.C[Si](OCC)(OCC)OCC.[CH3:38][S:39]([O-:42])(=[O:41])=[O:40].C(O[Si](CCC[N+:56]1[CH2:60][CH2:59][N:58](C)[CH:57]=1)(OCC)OCC)C.Cl.C(OCC(O)C)C, predict the reaction product. The product is: [CH3:38][S:39]([O-:42])(=[O:41])=[O:40].[NH+:56]1[CH:60]=[CH:59][NH:58][CH:57]=1. (7) Given the reactants [CH2:1]([N:3]1[C:11]2[C:6](=[CH:7][C:8]([N+:18]([O-])=O)=[CH:9][C:10]=2[C:12]2[CH:17]=[CH:16][CH:15]=[CH:14][CH:13]=2)[CH:5]=[CH:4]1)[CH3:2], predict the reaction product. The product is: [CH2:1]([N:3]1[C:11]2[C:6](=[CH:7][C:8]([NH2:18])=[CH:9][C:10]=2[C:12]2[CH:13]=[CH:14][CH:15]=[CH:16][CH:17]=2)[CH:5]=[CH:4]1)[CH3:2].